This data is from Forward reaction prediction with 1.9M reactions from USPTO patents (1976-2016). The task is: Predict the product of the given reaction. The product is: [Cl:3][C:4]1[N:5]=[C:6]([Cl:13])[C:7]2[N:12]([CH3:14])[CH:11]=[CH:10][C:8]=2[N:9]=1. Given the reactants [H-].[Na+].[Cl:3][C:4]1[N:5]=[C:6]([Cl:13])[C:7]2[NH:12][CH:11]=[CH:10][C:8]=2[N:9]=1.[CH3:14]I, predict the reaction product.